Dataset: Forward reaction prediction with 1.9M reactions from USPTO patents (1976-2016). Task: Predict the product of the given reaction. Given the reactants Cl[C:2]1[C:11]2[C:6](=[CH:7][C:8]([Cl:15])=[C:9]([N+:12]([O-:14])=[O:13])[CH:10]=2)[N:5]=[CH:4][C:3]=1[C:16]#[N:17].[CH3:18][O:19][C:20]1[CH:21]=[C:22]([CH:24]=[C:25]([O:29][CH3:30])[C:26]=1[O:27][CH3:28])[NH2:23].Cl.N1C=CC=CC=1.C(=O)([O-])[O-].[Na+].[Na+], predict the reaction product. The product is: [Cl:15][C:8]1[CH:7]=[C:6]2[C:11]([C:2]([NH:23][C:22]3[CH:24]=[C:25]([O:29][CH3:30])[C:26]([O:27][CH3:28])=[C:20]([O:19][CH3:18])[CH:21]=3)=[C:3]([C:16]#[N:17])[CH:4]=[N:5]2)=[CH:10][C:9]=1[N+:12]([O-:14])=[O:13].